Task: Predict the reaction yield, written as a fraction of the theoretical maximum amount of product (1.0 means a 100% yield; for example, 0.34 means a 34% yield).. Dataset: Reaction yield outcomes from USPTO patents with 853,638 reactions (1) The catalyst is C(O)C.O.[Fe]. The yield is 0.530. The reactants are [Cl:1][C:2]1[C:7]([O:8][CH3:9])=[CH:6][C:5]([O:10][CH3:11])=[C:4]([Cl:12])[C:3]=1[C:13]1[CH:33]=[N:32][C:16]2[N:17]=[C:18]([NH:21][C:22]3[C:27]([N+:28]([O-])=O)=[CH:26][CH:25]=[CH:24][C:23]=3[CH3:31])[N:19]=[CH:20][C:15]=2[CH:14]=1.[Cl-].[NH4+]. The product is [Cl:1][C:2]1[C:7]([O:8][CH3:9])=[CH:6][C:5]([O:10][CH3:11])=[C:4]([Cl:12])[C:3]=1[C:13]1[CH:33]=[N:32][C:16]2[N:17]=[C:18]([NH:21][C:22]3[C:27]([NH2:28])=[CH:26][CH:25]=[CH:24][C:23]=3[CH3:31])[N:19]=[CH:20][C:15]=2[CH:14]=1. (2) The reactants are [CH3:1][Si:2]([CH3:44])([CH3:43])[CH2:3][CH2:4][O:5][C:6](=[O:42])[NH:7][C:8]1[CH:13]=[C:12]([CH3:14])[C:11]([C:15]2[CH:20]=[CH:19][CH:18]=[C:17]([S:21]([C:24]3[CH:28]=[C:27]([C:29]([NH:31][C:32]([O:34][C:35]([CH3:38])([CH3:37])[CH3:36])=[O:33])=[NH:30])[S:26][C:25]=3[S:39][CH3:40])(=[O:23])=[O:22])[CH:16]=2)=[C:10]([NH2:41])[CH:9]=1.N1C=CC=CC=1.[CH3:51][O:52][C:53](=[O:67])[C:54]1[CH:59]=[CH:58][C:57]([O:60][CH2:61][CH2:62][CH2:63][CH2:64][CH2:65][NH2:66])=[CH:56][CH:55]=1.C(N(CC)CC)C.C[CH2:76][O:77]C(C)=O. The catalyst is C(Cl)Cl. The product is [CH3:51][O:52][C:53](=[O:67])[C:54]1[CH:55]=[CH:56][C:57]([O:60][CH2:61][CH2:62][CH2:63][CH2:64][CH2:65][NH:66][C:76]([NH:41][C:10]2[CH:9]=[C:8]([NH:7][C:6]([O:5][CH2:4][CH2:3][Si:2]([CH3:1])([CH3:43])[CH3:44])=[O:42])[CH:13]=[C:12]([CH3:14])[C:11]=2[C:15]2[CH:20]=[CH:19][CH:18]=[C:17]([S:21]([C:24]3[CH:28]=[C:27]([C:29]([NH:31][C:32]([O:34][C:35]([CH3:37])([CH3:38])[CH3:36])=[O:33])=[NH:30])[S:26][C:25]=3[S:39][CH3:40])(=[O:22])=[O:23])[CH:16]=2)=[O:77])=[CH:58][CH:59]=1. The yield is 0.665. (3) The reactants are [CH2:1]([O:8][C:9]1[CH:32]=[CH:31][C:12]([C:13]([NH:15][C:16]2[CH:21]=[C:20]([C:22]#[N:23])[CH:19]=[CH:18][C:17]=2[NH:24][CH:25]2[CH2:30][CH2:29][CH2:28][CH2:27][CH2:26]2)=O)=[CH:11][CH:10]=1)[C:2]1[CH:7]=[CH:6][CH:5]=[CH:4][CH:3]=1. The catalyst is C(O)(=O)C. The product is [CH2:1]([O:8][C:9]1[CH:32]=[CH:31][C:12]([C:13]2[N:24]([CH:25]3[CH2:30][CH2:29][CH2:28][CH2:27][CH2:26]3)[C:17]3[CH:18]=[CH:19][C:20]([C:22]#[N:23])=[CH:21][C:16]=3[N:15]=2)=[CH:11][CH:10]=1)[C:2]1[CH:7]=[CH:6][CH:5]=[CH:4][CH:3]=1. The yield is 0.900. (4) The reactants are [C@H:1]1([NH:10][C:11]2[CH:20]=[CH:19][C:18]3[C:13](=[CH:14][CH:15]=[C:16]([NH:21][C:22]([NH2:24])=[S:23])[CH:17]=3)[N:12]=2)[C:9]2[C:4](=[CH:5][CH:6]=[CH:7][CH:8]=2)[CH2:3][CH2:2]1.[CH3:25][I:26]. The catalyst is CC(C)=O.O1CCCC1. The product is [IH:26].[C@H:1]1([NH:10][C:11]2[CH:20]=[CH:19][C:18]3[C:13](=[CH:14][CH:15]=[C:16]([NH:21][C:22](=[NH:24])[S:23][CH3:25])[CH:17]=3)[N:12]=2)[C:9]2[C:4](=[CH:5][CH:6]=[CH:7][CH:8]=2)[CH2:3][CH2:2]1. The yield is 0.840. (5) The reactants are [CH2:1]([O:3][C:4]1[CH:12]=[C:11]2[C:7]([C:8]([C:13]#[N:14])=[CH:9][NH:10]2)=[CH:6][CH:5]=1)[CH3:2].C([O-])([O-])=O.[Cs+].[Cs+].[CH:21]1(Br)[CH2:24][CH2:23][CH2:22]1. The catalyst is CN(C=O)C. The product is [CH:21]1([N:10]2[C:11]3[C:7](=[CH:6][CH:5]=[C:4]([O:3][CH2:1][CH3:2])[CH:12]=3)[C:8]([C:13]#[N:14])=[CH:9]2)[CH2:24][CH2:23][CH2:22]1. The yield is 0.830. (6) The reactants are N1C=CC=CC=1S[S:8][CH2:9][CH2:10][NH:11][C:12]([C:14]1[CH-:15][CH:16]=[CH:17][CH:18]=1)=[O:13].[CH-:19]1[CH:23]=[CH:22][CH:21]=[CH:20]1.[Fe+2:24].C(S)[C@@H](O)[C@H](O)CS.CCN(CC)CC. The catalyst is CO. The product is [SH:8][CH2:9][CH2:10][NH:11][C:12]([C:14]1[CH-:18][CH:17]=[CH:16][CH:15]=1)=[O:13].[CH-:19]1[CH:23]=[CH:22][CH:21]=[CH:20]1.[Fe+2:24]. The yield is 0.570. (7) The reactants are [F:1][C:2]1[CH:7]=[CH:6][C:5]([C:8]2[NH:12][C:11]3[CH:13]=[CH:14][C:15]([C:17]#[N:18])=[CH:16][C:10]=3[N:9]=2)=[CH:4][CH:3]=1.Cl.[NH2:20][OH:21].C(N(CC)CC)C. The catalyst is C(O)C. The product is [F:1][C:2]1[CH:3]=[CH:4][C:5]([C:8]2[NH:12][C:11]3[CH:13]=[CH:14][C:15]([C:17]([NH:20][OH:21])=[NH:18])=[CH:16][C:10]=3[N:9]=2)=[CH:6][CH:7]=1. The yield is 0.850. (8) The reactants are BrC1C([N:8]([CH2:23][O:24][CH3:25])[S:9]([C:12]2[CH:17]=[CH:16][C:15](Cl)=[C:14]([C:19]([F:22])([F:21])[F:20])[CH:13]=2)(=[O:11])=[O:10])=CC(C)=CN=1.C([Mg]Cl)(C)C.CC1C(C=O)=C(C)C=CN=1. The catalyst is C1COCC1. The product is [CH3:25][O:24][CH2:23][NH:8][S:9]([C:12]1[CH:17]=[CH:16][CH:15]=[C:14]([C:19]([F:22])([F:20])[F:21])[CH:13]=1)(=[O:11])=[O:10]. The yield is 0.510.